This data is from Forward reaction prediction with 1.9M reactions from USPTO patents (1976-2016). The task is: Predict the product of the given reaction. (1) Given the reactants [C:1]([C:3]1[CH:27]=[CH:26][C:6]([C:7]([NH:9][C:10]2[CH:11]=[CH:12][C:13]([O:16][C:17]3[CH:25]=[CH:24][C:20]([C:21](O)=[O:22])=[CH:19][CH:18]=3)=[N:14][CH:15]=2)=[O:8])=[CH:5][CH:4]=1)#[N:2].C(N(CC)CC)C.ClC(OCC)=O.[BH4-].[Na+], predict the reaction product. The product is: [C:1]([C:3]1[CH:27]=[CH:26][C:6]([C:7]([NH:9][C:10]2[CH:15]=[N:14][C:13]([O:16][C:17]3[CH:25]=[CH:24][C:20]([CH2:21][OH:22])=[CH:19][CH:18]=3)=[CH:12][CH:11]=2)=[O:8])=[CH:5][CH:4]=1)#[N:2]. (2) Given the reactants [CH3:1][O:2][C:3]1[CH:11]=[C:10]2[C:6]([CH:7]=[N:8][NH:9]2)=[CH:5][C:4]=1[NH:12][C:13]1[C:14]2[C:21]3[CH2:22][CH2:23][CH:24]([C:26](O)=[O:27])[CH2:25][C:20]=3[S:19][C:15]=2[N:16]=[CH:17][N:18]=1.[CH3:29][N:30]1[CH2:35][CH2:34][NH:33][CH2:32][CH2:31]1, predict the reaction product. The product is: [CH3:1][O:2][C:3]1[CH:11]=[C:10]2[C:6]([CH:7]=[N:8][NH:9]2)=[CH:5][C:4]=1[NH:12][C:13]1[C:14]2[C:21]3[CH2:22][CH2:23][CH:24]([C:26]([N:33]4[CH2:34][CH2:35][N:30]([CH3:29])[CH2:31][CH2:32]4)=[O:27])[CH2:25][C:20]=3[S:19][C:15]=2[N:16]=[CH:17][N:18]=1. (3) Given the reactants [C:1]1([C:11]([N:13]2[C:17](=[O:18])[C:16]([C:25]3[CH:30]=[CH:29][CH:28]=[CH:27][CH:26]=3)([C:19]3[CH:24]=[CH:23][CH:22]=[CH:21][CH:20]=3)[NH:15][C:14]2=[O:31])=[O:12])[C:10]2[C:5](=[CH:6][CH:7]=[CH:8][CH:9]=2)[CH:4]=[CH:3][CH:2]=1.[H-].[Na+].C[CH:35](I)[CH:36]([CH3:38])[CH3:37].C(OCC)(=O)C, predict the reaction product. The product is: [CH2:35]([N:15]1[C:16]([C:19]2[CH:24]=[CH:23][CH:22]=[CH:21][CH:20]=2)([C:25]2[CH:30]=[CH:29][CH:28]=[CH:27][CH:26]=2)[C:17](=[O:18])[N:13]([C:11]([C:1]2[C:10]3[C:5](=[CH:6][CH:7]=[CH:8][CH:9]=3)[CH:4]=[CH:3][CH:2]=2)=[O:12])[C:14]1=[O:31])[CH:36]([CH3:38])[CH3:37]. (4) Given the reactants [F:1][C:2]1[CH:7]=[CH:6][C:5]([CH:8]([C:15]2[C:23]3[C:18](=[C:19]([CH2:24][S:25][CH3:26])[CH:20]=[CH:21][CH:22]=3)[NH:17][CH:16]=2)[CH2:9][C:10](OCC)=[O:11])=[C:4]([CH3:27])[CH:3]=1.[H-].[Al+3].[Li+].[H-].[H-].[H-].Cl, predict the reaction product. The product is: [F:1][C:2]1[CH:7]=[CH:6][C:5]([CH:8]([C:15]2[C:23]3[C:18](=[C:19]([CH2:24][S:25][CH3:26])[CH:20]=[CH:21][CH:22]=3)[NH:17][CH:16]=2)[CH2:9][CH2:10][OH:11])=[C:4]([CH3:27])[CH:3]=1. (5) Given the reactants C(OC(OCC)CCCN)C.C([N:17]1[C:21](=[O:22])[C:20]2=[CH:23][CH:24]=[CH:25][CH:26]=[C:19]2[C:18]1=[O:27])(OCC)=O, predict the reaction product. The product is: [C:21]1(=[O:22])[NH:17][C:18](=[O:27])[C:19]2=[CH:26][CH:25]=[CH:24][CH:23]=[C:20]12.